Dataset: Full USPTO retrosynthesis dataset with 1.9M reactions from patents (1976-2016). Task: Predict the reactants needed to synthesize the given product. The reactants are: [NH2:1][C:2]1[C:6]([C:7]#[N:8])=[CH:5][NH:4][N:3]=1.[CH2:9](Br)[CH2:10][CH3:11].C(=O)([O-])[O-].[K+].[K+]. Given the product [NH2:1][C:2]1[N:3]([CH2:9][CH2:10][CH3:11])[N:4]=[CH:5][C:6]=1[C:7]#[N:8], predict the reactants needed to synthesize it.